Dataset: Full USPTO retrosynthesis dataset with 1.9M reactions from patents (1976-2016). Task: Predict the reactants needed to synthesize the given product. (1) Given the product [S:1]1[CH:5]=[CH:4][C:3]2[C:6]([N:10]3[CH2:11][CH2:12][N:13]([CH2:16][CH2:17][CH2:18][CH2:19][O:20][C:21]4[CH:30]=[C:29]5[C:24]([CH:25]=[CH:26][C:27](=[O:40])[N:28]5[CH2:31][O:32][C:33]([CH:35]5[CH2:36][CH2:37][CH2:38][CH2:39]5)=[O:34])=[CH:23][CH:22]=4)[CH2:14][CH2:15]3)=[CH:7][CH:8]=[CH:9][C:2]1=2, predict the reactants needed to synthesize it. The reactants are: [S:1]1[CH:5]=[CH:4][C:3]2[C:6]([N:10]3[CH2:15][CH2:14][N:13]([CH2:16][CH2:17][CH2:18][CH2:19][O:20][C:21]4[CH:30]=[C:29]5[C:24]([CH2:25][CH2:26][C:27](=[O:40])[N:28]5[CH2:31][O:32][C:33]([CH:35]5[CH2:39][CH2:38][CH2:37][CH2:36]5)=[O:34])=[CH:23][CH:22]=4)[CH2:12][CH2:11]3)=[CH:7][CH:8]=[CH:9][C:2]1=2.ClC1C(=O)C(C#N)=C(C#N)C(=O)C=1Cl.O.C(=O)([O-])[O-].[Na+].[Na+]. (2) Given the product [NH2:28][C:27]1[N:29]=[C:5]([C:6]2[CH:11]=[CH:10][CH:9]=[C:8]([Cl:12])[CH:7]=2)[C:4]([C:14]2[CH:15]=[CH:16][C:17](=[O:23])[N:18]([CH:20]([CH3:21])[CH3:22])[N:19]=2)=[CH:3][N:26]=1, predict the reactants needed to synthesize it. The reactants are: CN(C)[CH:3]=[C:4]([C:14]1[CH:15]=[CH:16][C:17](=[O:23])[N:18]([CH:20]([CH3:22])[CH3:21])[N:19]=1)[C:5](=O)[C:6]1[CH:11]=[CH:10][CH:9]=[C:8]([Cl:12])[CH:7]=1.Cl.[NH2:26][C:27]([NH2:29])=[NH:28]. (3) Given the product [ClH:13].[Cl:13][CH2:9][C:6]1[CH:7]=[CH:8][N:4]([CH:1]([CH3:3])[CH3:2])[N:5]=1, predict the reactants needed to synthesize it. The reactants are: [CH:1]([N:4]1[CH:8]=[CH:7][C:6]([CH2:9]O)=[N:5]1)([CH3:3])[CH3:2].O=S(Cl)[Cl:13]. (4) Given the product [CH3:11][C:6]1[CH:5]=[CH:4][N:3]=[C:2]([NH:28][CH2:27][CH:24]2[CH2:25][CH2:26][C:12]3([C:21]4[C:16](=[CH:17][CH:18]=[CH:19][CH:20]=4)[CH:15]=[CH:14][O:13]3)[CH2:22][CH2:23]2)[C:7]=1[N+:8]([O-:10])=[O:9], predict the reactants needed to synthesize it. The reactants are: Cl[C:2]1[C:7]([N+:8]([O-:10])=[O:9])=[C:6]([CH3:11])[CH:5]=[CH:4][N:3]=1.[C:12]12([CH2:26][CH2:25][CH:24]([CH2:27][NH2:28])[CH2:23][CH2:22]1)[C:21]1[C:16](=[CH:17][CH:18]=[CH:19][CH:20]=1)[CH:15]=[CH:14][O:13]2.CCN(CC)CC. (5) Given the product [Cl:21][C:22]1[C:27]([C:28]([NH:19][C:14]2[CH:15]=[CH:16][CH:17]=[C:18]3[C:13]=2[N:12]=[CH:11][N:10]=[C:9]3[NH:8][CH:5]2[CH2:4][CH2:3][C:2]([CH3:20])([CH3:1])[CH2:7][CH2:6]2)=[O:29])=[C:26]([F:31])[C:25]([CH2:32][NH:33][C:34](=[O:39])[C:35]([CH3:37])([CH3:36])[CH3:38])=[CH:24][CH:23]=1, predict the reactants needed to synthesize it. The reactants are: [CH3:1][C:2]1([CH3:20])[CH2:7][CH2:6][CH:5]([NH:8][C:9]2[C:18]3[C:13](=[C:14]([NH2:19])[CH:15]=[CH:16][CH:17]=3)[N:12]=[CH:11][N:10]=2)[CH2:4][CH2:3]1.[Cl:21][C:22]1[C:27]([C:28](O)=[O:29])=[C:26]([F:31])[C:25]([CH2:32][NH:33][C:34](=[O:39])[C:35]([CH3:38])([CH3:37])[CH3:36])=[CH:24][CH:23]=1.C(Cl)(=O)C(Cl)=O.CCN(C(C)C)C(C)C. (6) Given the product [F:4][C:5]1[CH:6]=[CH:7][C:8](/[C:11](=[N:22]/[O:23][CH2:24][C:25]2[CH:30]=[CH:29][C:28]([O:31][CH2:32][C:33]3[N:34]=[C:35]([C:39]4[CH:40]=[CH:41][CH:42]=[CH:43][CH:44]=4)[O:36][C:37]=3[CH3:38])=[CH:27][CH:26]=2)/[CH2:12][CH2:13][CH2:14][CH2:15][CH2:16][CH2:17][C:18]([OH:20])=[O:19])=[CH:9][CH:10]=1, predict the reactants needed to synthesize it. The reactants are: O.[OH-].[Li+].[F:4][C:5]1[CH:10]=[CH:9][C:8](/[C:11](=[N:22]/[O:23][CH2:24][C:25]2[CH:30]=[CH:29][C:28]([O:31][CH2:32][C:33]3[N:34]=[C:35]([C:39]4[CH:44]=[CH:43][CH:42]=[CH:41][CH:40]=4)[O:36][C:37]=3[CH3:38])=[CH:27][CH:26]=2)/[CH2:12][CH2:13][CH2:14][CH2:15][CH2:16][CH2:17][C:18]([O:20]C)=[O:19])=[CH:7][CH:6]=1.O.Cl. (7) The reactants are: [F:1][C:2]1[CH:25]=[CH:24][CH:23]=[C:22]([F:26])[C:3]=1[CH2:4][O:5][C:6]1[C:7]2[N:8]([C:13]([C:17]([O:19]CC)=[O:18])=[C:14]([CH3:16])[N:15]=2)[CH:9]=[C:10]([CH3:12])[CH:11]=1.[OH-].[Li+]. Given the product [F:1][C:2]1[CH:25]=[CH:24][CH:23]=[C:22]([F:26])[C:3]=1[CH2:4][O:5][C:6]1[C:7]2[N:8]([C:13]([C:17]([OH:19])=[O:18])=[C:14]([CH3:16])[N:15]=2)[CH:9]=[C:10]([CH3:12])[CH:11]=1, predict the reactants needed to synthesize it. (8) Given the product [Cl:20][C:11]1[C:12]([N:14]([CH2:16][CH2:17][O:18][CH3:19])[CH3:15])=[CH:13][C:8]2[N:7]=[C:24]([C:25]3[CH:30]=[CH:29][CH:28]=[C:27]([N:31]4[C:35]([CH2:36][OH:37])=[CH:34][N:33]=[N:32]4)[CH:26]=3)[CH2:23][C:22](=[O:45])[NH:21][C:9]=2[CH:10]=1, predict the reactants needed to synthesize it. The reactants are: C(OC(=O)[NH:7][C:8]1[CH:13]=[C:12]([N:14]([CH2:16][CH2:17][O:18][CH3:19])[CH3:15])[C:11]([Cl:20])=[CH:10][C:9]=1[NH:21][C:22](=[O:45])[CH2:23][C:24](=O)[C:25]1[CH:30]=[CH:29][CH:28]=[C:27]([N:31]2[C:35]([CH2:36][O:37]C3CCCCO3)=[CH:34][N:33]=[N:32]2)[CH:26]=1)(C)(C)C.C(O)(C(F)(F)F)=O.